This data is from Full USPTO retrosynthesis dataset with 1.9M reactions from patents (1976-2016). The task is: Predict the reactants needed to synthesize the given product. (1) Given the product [Br:11][C:12]1[S:16][C:15]2=[C:17]([CH:3]=[O:4])[N:18]=[CH:19][N:14]2[CH:13]=1, predict the reactants needed to synthesize it. The reactants are: CN(C)[CH:3]=[O:4].P(Cl)(Cl)(Cl)=O.[Br:11][C:12]1[S:16][C:15]2=[CH:17][N:18]=[CH:19][N:14]2[CH:13]=1.[OH-].[Na+]. (2) The reactants are: [C:1]([O:5][C:6]([N:8]1[CH2:13][CH2:12][CH2:11][CH2:10][CH2:9]1)=[O:7])([CH3:4])([CH3:3])[CH3:2].[Cl:14][C:15]1[C:20]([O:21][CH3:22])=[C:19](Cl)[N:18]=[CH:17][N:16]=1.CC[N:26](C(C)C)C(C)C. Given the product [C:1]([O:5][C:6]([N:8]1[CH2:13][CH2:12][CH2:11][C@H:10]([NH:26][C:19]2[C:20]([O:21][CH3:22])=[C:15]([Cl:14])[N:16]=[CH:17][N:18]=2)[CH2:9]1)=[O:7])([CH3:4])([CH3:2])[CH3:3], predict the reactants needed to synthesize it. (3) Given the product [CH2:1]([C:3]1[CH:4]=[C:5]([CH3:24])[C:6]([N:9]2[CH2:14][CH2:13][N:12]([C:15]([C:17]3[CH:22]=[CH:21][C:20]([N:28]4[CH2:27][C@H:26]([CH3:25])[O:30][C:29]4=[O:31])=[CH:19][CH:18]=3)=[O:16])[CH2:11][CH2:10]2)=[N:7][CH:8]=1)[CH3:2], predict the reactants needed to synthesize it. The reactants are: [CH2:1]([C:3]1[CH:4]=[C:5]([CH3:24])[C:6]([N:9]2[CH2:14][CH2:13][N:12]([C:15]([C:17]3[CH:22]=[CH:21][C:20](I)=[CH:19][CH:18]=3)=[O:16])[CH2:11][CH2:10]2)=[N:7][CH:8]=1)[CH3:2].[CH3:25][C@@H:26]1[O:30][C:29](=[O:31])[NH:28][CH2:27]1. (4) Given the product [Cl:40][C:3]1[C:2]([F:1])=[CH:7][CH:6]=[CH:5][C:4]=1[S:8]([NH:11][C:12]1[C:17]([O:18][CH3:19])=[N:16][CH:15]=[CH:14][N:13]=1)(=[O:10])=[O:9], predict the reactants needed to synthesize it. The reactants are: [F:1][C:2]1[CH:3]=[C:4]([S:8]([NH:11][C:12]2[C:17]([O:18][CH3:19])=[N:16][CH:15]=[CH:14][N:13]=2)(=[O:10])=[O:9])[CH:5]=[CH:6][CH:7]=1.C([N-]C(C)C)(C)C.[Li+].C(NC(C)C)(C)C.C([Li])CCC.[Cl:40]C(Cl)(Cl)C(Cl)(Cl)Cl. (5) Given the product [C:3]1([C:2]([NH:10][CH2:12][CH2:13][C:14]([O:16][CH3:17])=[O:15])([CH3:9])[CH3:1])[CH:8]=[CH:7][CH:6]=[CH:5][CH:4]=1, predict the reactants needed to synthesize it. The reactants are: [CH3:1][C:2]([NH2:10])([CH3:9])[C:3]1[CH:8]=[CH:7][CH:6]=[CH:5][CH:4]=1.Br[CH2:12][CH2:13][C:14]([O:16][CH3:17])=[O:15].C(=O)([O-])[O-].[K+].[K+]. (6) Given the product [CH:1]1([C:6]2[CH:14]=[CH:13][C:9]([CH2:10][OH:11])=[CH:8][C:7]=2[C:15]([F:16])([F:17])[F:18])[CH2:2][CH2:3][CH2:4][CH2:5]1, predict the reactants needed to synthesize it. The reactants are: [CH:1]1([C:6]2[CH:14]=[CH:13][C:9]([C:10]([O-])=[O:11])=[CH:8][C:7]=2[C:15]([F:18])([F:17])[F:16])[CH2:5][CH2:4][CH2:3][CH2:2]1.[Li+].[BH4-].Cl. (7) The reactants are: C[O:2][C:3](=[O:32])[CH2:4][CH2:5][NH:6][C:7]1([C:11]2[CH:20]=[CH:19][C:18]3[C:13](=[CH:14][CH:15]=[C:16]([O:21][CH:22]4[CH2:27][CH2:26][CH:25]([C:28]([CH3:31])([CH3:30])[CH3:29])[CH2:24][CH2:23]4)[CH:17]=3)[CH:12]=2)[CH2:10][O:9][CH2:8]1.[OH-].[Li+].O1CCCC1.O. Given the product [C:28]([C@H:25]1[CH2:24][CH2:23][C@H:22]([O:21][C:16]2[CH:17]=[C:18]3[C:13](=[CH:14][CH:15]=2)[CH:12]=[C:11]([C:7]2([NH:6][CH2:5][CH2:4][C:3]([OH:32])=[O:2])[CH2:8][O:9][CH2:10]2)[CH:20]=[CH:19]3)[CH2:27][CH2:26]1)([CH3:31])([CH3:29])[CH3:30], predict the reactants needed to synthesize it.